This data is from Reaction yield outcomes from USPTO patents with 853,638 reactions. The task is: Predict the reaction yield, written as a fraction of the theoretical maximum amount of product (1.0 means a 100% yield; for example, 0.34 means a 34% yield). The product is [F:57][C:52]1[CH:51]=[C:50]([CH:55]=[CH:54][C:53]=1[F:56])[CH2:49][N:37]1[C:36](=[O:58])[C:35]([CH2:32][OH:33])=[CH:40][C:39]([C:41]2[CH:46]=[CH:45][C:44]([F:47])=[C:43]([CH3:48])[CH:42]=2)=[N:38]1. No catalyst specified. The yield is 0.408. The reactants are FC1C=C(F)C=CC=1C1C=C(CN2C(=O)C3=CC=CC=C3C2=O)C(=O)N(CC(C)C)N=1.[C:32]([C:35]1[C:36](=[O:58])[N:37]([CH2:49][C:50]2[CH:55]=[CH:54][C:53]([F:56])=[C:52]([F:57])[CH:51]=2)[N:38]=[C:39]([C:41]2[CH:46]=[CH:45][C:44]([F:47])=[C:43]([CH3:48])[CH:42]=2)[CH:40]=1)(O)=[O:33].